Task: Predict the product of the given reaction.. Dataset: Forward reaction prediction with 1.9M reactions from USPTO patents (1976-2016) (1) Given the reactants [CH2:1]([O:3][C:4](=[O:32])[C@@H:5]([O:30][CH3:31])[CH2:6][C:7]1[CH:12]=[CH:11][C:10]([C:13]#[C:14][CH2:15][CH2:16][O:17][C:18]2[CH:23]=[CH:22][C:21]([C:24]3[CH:29]=[CH:28][CH:27]=[CH:26][CH:25]=3)=[CH:20][CH:19]=2)=[CH:9][CH:8]=1)[CH3:2].C[OH:34], predict the reaction product. The product is: [CH2:1]([O:3][C:4](=[O:32])[C@@H:5]([O:30][CH3:31])[CH2:6][C:7]1[CH:12]=[CH:11][C:10]([C:13](=[O:34])[CH2:14][CH2:15][CH2:16][O:17][C:18]2[CH:19]=[CH:20][C:21]([C:24]3[CH:29]=[CH:28][CH:27]=[CH:26][CH:25]=3)=[CH:22][CH:23]=2)=[CH:9][CH:8]=1)[CH3:2]. (2) Given the reactants [Cl:1][C:2]1[CH:10]=[CH:9][C:8]2[NH:7][C:6]3[CH2:11][CH2:12][N:13]([C:15]4[CH:20]=[CH:19][C:18]([F:21])=[CH:17][CH:16]=4)[CH2:14][C:5]=3[C:4]=2[CH:3]=1.[CH3:22][C:23]1[CH:28]=[CH:27][C:26]([CH:29]=[CH2:30])=[CH:25][N:24]=1.[OH-].[K+], predict the reaction product. The product is: [Cl:1][C:2]1[CH:10]=[CH:9][C:8]2[N:7]([CH2:30][CH2:29][C:26]3[CH:25]=[N:24][C:23]([CH3:22])=[CH:28][CH:27]=3)[C:6]3[CH2:11][CH2:12][N:13]([C:15]4[CH:20]=[CH:19][C:18]([F:21])=[CH:17][CH:16]=4)[CH2:14][C:5]=3[C:4]=2[CH:3]=1. (3) Given the reactants [CH3:1][Si](C=[N+]=[N-])(C)C.[Br:8][CH2:9][CH2:10][C:11]1[CH:19]=[CH:18][C:14]([C:15]([OH:17])=[O:16])=[CH:13][CH:12]=1, predict the reaction product. The product is: [Br:8][CH2:9][CH2:10][C:11]1[CH:19]=[CH:18][C:14]([C:15]([O:17][CH3:1])=[O:16])=[CH:13][CH:12]=1. (4) Given the reactants [NH2:1][C:2]1[CH:7]=[CH:6][C:5]([C:8]2[C:16]3[C:11](=[CH:12][N:13]=[CH:14][CH:15]=3)[NH:10][C:9]=2[C:17]([NH2:19])=[O:18])=[CH:4][CH:3]=1.[CH3:20][C:21]1[CH:22]=[C:23]([N:28]=[C:29]=[O:30])[CH:24]=[CH:25][C:26]=1[CH3:27], predict the reaction product. The product is: [CH3:20][C:21]1[CH:22]=[C:23]([NH:28][C:29](=[O:30])[NH:1][C:2]2[CH:3]=[CH:4][C:5]([C:8]3[C:16]4[C:11](=[CH:12][N:13]=[CH:14][CH:15]=4)[NH:10][C:9]=3[C:17]([NH2:19])=[O:18])=[CH:6][CH:7]=2)[CH:24]=[CH:25][C:26]=1[CH3:27]. (5) Given the reactants [OH:1][C:2]1[CH:7]=[CH:6][C:5]([CH2:8][C:9]([OH:11])=O)=[CH:4][CH:3]=1.[C:12](Cl)(=O)C(Cl)=O.C[Si](C=[N+]=[N-])(C)C.[BrH:25], predict the reaction product. The product is: [Br:25][CH2:12][C:9](=[O:11])[CH2:8][C:5]1[CH:4]=[CH:3][C:2]([OH:1])=[CH:7][CH:6]=1.